This data is from Forward reaction prediction with 1.9M reactions from USPTO patents (1976-2016). The task is: Predict the product of the given reaction. (1) Given the reactants C([O:5][C:6]([C:8]1[C:9]2[CH2:33][CH2:32][CH2:31][CH2:30][C:10]=2[S:11][C:12]=1[NH:13][C:14](=[O:29])[CH2:15][N:16]1[C:24]2[CH2:23][CH2:22][CH2:21][CH2:20][C:19]=2[C:18]([C:25]([F:28])([F:27])[F:26])=[N:17]1)=[O:7])(C)(C)C, predict the reaction product. The product is: [F:28][C:25]([F:26])([F:27])[C:18]1[C:19]2[CH2:20][CH2:21][CH2:22][CH2:23][C:24]=2[N:16]([CH2:15][C:14]([NH:13][C:12]2[S:11][C:10]3[CH2:30][CH2:31][CH2:32][CH2:33][C:9]=3[C:8]=2[C:6]([OH:7])=[O:5])=[O:29])[N:17]=1. (2) Given the reactants C([O:3][CH2:4][CH2:5][O:6][NH:7][C:8]([C:10]1[S:18][C:17]2[CH:16]=[CH:15][N:14]=[CH:13][C:12]=2[C:11]=1[NH:19][C:20]1[CH:25]=[CH:24][C:23]([S:26][CH3:27])=[CH:22][C:21]=1[F:28])=[O:9])=C.Cl, predict the reaction product. The product is: [OH:3][CH2:4][CH2:5][O:6][NH:7][C:8]([C:10]1[S:18][C:17]2[CH:16]=[CH:15][N:14]=[CH:13][C:12]=2[C:11]=1[NH:19][C:20]1[CH:25]=[CH:24][C:23]([S:26][CH3:27])=[CH:22][C:21]=1[F:28])=[O:9]. (3) The product is: [CH2:23]([C:19]1[C:20]([CH3:21])=[N:16][C:13]2[N:12]([N:11]=[C:10]3[CH2:9][NH:8][CH2:15][C:14]3=2)[C:17]=1[CH3:18])[CH3:24]. Given the reactants C(OC([N:8]1[CH2:15][C:14]2[C:10](=[N:11][NH:12][C:13]=2[NH2:16])[CH2:9]1)=O)(C)(C)C.[CH2:17]([CH:19]([C:23](=O)[CH3:24])[C:20](=O)[CH3:21])[CH3:18].Cl, predict the reaction product. (4) Given the reactants [Br:1][C:2]1[CH:8]=[C:7]([C:9]([F:12])([F:11])[F:10])[CH:6]=[C:5](I)[C:3]=1[NH2:4].[C:14]([Si:16]([CH3:19])([CH3:18])[CH3:17])#[CH:15], predict the reaction product. The product is: [Br:1][C:2]1[CH:8]=[C:7]([C:9]([F:12])([F:11])[F:10])[CH:6]=[C:5]([C:15]#[C:14][Si:16]([CH3:19])([CH3:18])[CH3:17])[C:3]=1[NH2:4]. (5) Given the reactants [CH2:1]([NH:3][C:4]([N:6]1[CH2:11][CH2:10][CH:9]([CH2:12][CH2:13][OH:14])[CH2:8][CH2:7]1)=S)[CH3:2].[N-:15]=[N+:16]=[N-:17].[Na+].CCN(CC)CC, predict the reaction product. The product is: [CH2:1]([N:3]1[C:4]([N:6]2[CH2:11][CH2:10][CH:9]([CH2:12][CH2:13][OH:14])[CH2:8][CH2:7]2)=[N:17][N:16]=[N:15]1)[CH3:2]. (6) Given the reactants [CH3:1][O:2][C:3]1[CH:32]=[CH:31][C:6]([CH2:7][N:8]2[C:16]3[C:11](=[CH:12][CH:13]=[CH:14][CH:15]=3)[C:10]([C:17]3[N:22]=[C:21]([NH:23][C:24]4[CH:29]=[CH:28][N:27]=[CH:26][CH:25]=4)[C:20]([OH:30])=[CH:19][N:18]=3)=[N:9]2)=[CH:5][CH:4]=1.FC(F)(F)S(O[CH2:39][C:40]([F:43])([F:42])[F:41])(=O)=O.C(=O)([O-])[O-].[K+].[K+].C(#N)C, predict the reaction product. The product is: [CH3:1][O:2][C:3]1[CH:4]=[CH:5][C:6]([CH2:7][N:8]2[C:16]3[C:11](=[CH:12][CH:13]=[CH:14][CH:15]=3)[C:10]([C:17]3[N:22]=[C:21]([NH:23][C:24]4[CH:29]=[CH:28][N:27]=[CH:26][CH:25]=4)[C:20]([O:30][CH2:39][C:40]([F:43])([F:42])[F:41])=[CH:19][N:18]=3)=[N:9]2)=[CH:31][CH:32]=1.